Task: Predict the product of the given reaction.. Dataset: Forward reaction prediction with 1.9M reactions from USPTO patents (1976-2016) (1) Given the reactants [CH:1]1[C:10]2[C:5](=[CH:6][CH:7]=[CH:8][CH:9]=2)[CH:4]=[CH:3][C:2]=1[C:11]1[CH:12]=[C:13]([NH:17][C:18]2[C:23]([N+:24]([O-])=O)=[CH:22][CH:21]=[CH:20][N:19]=2)[CH:14]=[CH:15][CH:16]=1.C(O)(=O)C, predict the reaction product. The product is: [CH:1]1[C:10]2[C:5](=[CH:6][CH:7]=[CH:8][CH:9]=2)[CH:4]=[CH:3][C:2]=1[C:11]1[CH:12]=[C:13]([NH:17][C:18]2[C:23]([NH2:24])=[CH:22][CH:21]=[CH:20][N:19]=2)[CH:14]=[CH:15][CH:16]=1. (2) Given the reactants Br[C:2]1[CH:3]=[CH:4][C:5]([C:8]2[CH2:12][C@@H:11]([CH2:13][O:14][CH2:15][CH2:16][NH:17][S:18]([CH3:21])(=[O:20])=[O:19])[O:10][N:9]=2)=[N:6][CH:7]=1.[F:22][C:23]1[CH:24]=[C:25]([N:38]2[CH2:42][C@H:41]([CH2:43][N:44]3[CH:48]=[CH:47][N:46]=[N:45]3)[O:40][C:39]2=[O:49])[CH:26]=[CH:27][C:28]=1B1OC(C)(C)C(C)(C)O1.C(=O)([O-])[O-].[K+].[K+], predict the reaction product. The product is: [F:22][C:23]1[CH:24]=[C:25]([N:38]2[CH2:42][C@H:41]([CH2:43][N:44]3[CH:48]=[CH:47][N:46]=[N:45]3)[O:40][C:39]2=[O:49])[CH:26]=[CH:27][C:28]=1[C:2]1[CH:3]=[CH:4][C:5]([C:8]2[CH2:12][C@@H:11]([CH2:13][O:14][CH2:15][CH2:16][NH:17][S:18]([CH3:21])(=[O:20])=[O:19])[O:10][N:9]=2)=[N:6][CH:7]=1. (3) Given the reactants [F:1][C:2]1[CH:23]=[C:22]([N+:24]([O-:26])=[O:25])[CH:21]=[CH:20][C:3]=1[O:4][C:5]1[CH:6]=[CH:7][C:8]2[N:9]([CH:11]=[C:12]([NH:14][C:15]([CH:17]3[CH2:19][CH2:18]3)=[O:16])[N:13]=2)[CH:10]=1.O1CCCC1.OS(C(F)(F)[F:37])(=O)=O.FN1C(Cl)=CC=CC1Cl.Cl, predict the reaction product. The product is: [F:37][C:11]1[N:9]2[CH:10]=[C:5]([O:4][C:3]3[CH:20]=[CH:21][C:22]([N+:24]([O-:26])=[O:25])=[CH:23][C:2]=3[F:1])[CH:6]=[CH:7][C:8]2=[N:13][C:12]=1[NH:14][C:15]([CH:17]1[CH2:19][CH2:18]1)=[O:16]. (4) The product is: [CH3:39][S:40]([O:1][CH2:2][CH2:3][C@H:4]1[C:16]2[C:15]3[C:14]([O:17][CH:18]4[CH2:23][CH2:22][CH:21]([NH:24][C:25](=[O:31])[O:26][C:27]([CH3:28])([CH3:30])[CH3:29])[CH2:20][CH2:19]4)=[N:13][CH:12]=[N:11][C:10]=3[S:9][C:8]=2[CH2:7][CH2:6][CH2:5]1)(=[O:42])=[O:41]. Given the reactants [OH:1][CH2:2][CH2:3][C@H:4]1[C:16]2[C:15]3[C:14]([O:17][CH:18]4[CH2:23][CH2:22][CH:21]([NH:24][C:25](=[O:31])[O:26][C:27]([CH3:30])([CH3:29])[CH3:28])[CH2:20][CH2:19]4)=[N:13][CH:12]=[N:11][C:10]=3[S:9][C:8]=2[CH2:7][CH2:6][CH2:5]1.C(N(CC)CC)C.[CH3:39][S:40](Cl)(=[O:42])=[O:41], predict the reaction product. (5) Given the reactants [F:1][C:2]1[CH:7]=[CH:6][C:5]([C:8]2[S:12][CH:11]([C:13]3[CH:18]=[CH:17][CH:16]=[CH:15][C:14]=3[OH:19])[N:10]([C:20]([C:22]3[C:27]([F:28])=[CH:26][C:25]([F:29])=[CH:24][C:23]=3[F:30])=[O:21])[N:9]=2)=[CH:4][CH:3]=1.C([O-])([O-])=O.[K+].[K+].Br[CH2:38][C:39]1[CH:40]=[C:41]([CH:45]=[CH:46][CH:47]=1)[C:42]([NH2:44])=[O:43], predict the reaction product. The product is: [F:1][C:2]1[CH:7]=[CH:6][C:5]([C:8]2[S:12][CH:11]([C:13]3[CH:18]=[CH:17][CH:16]=[CH:15][C:14]=3[O:19][CH2:38][C:39]3[CH:40]=[C:41]([CH:45]=[CH:46][CH:47]=3)[C:42]([NH2:44])=[O:43])[N:10]([C:20](=[O:21])[C:22]3[C:27]([F:28])=[CH:26][C:25]([F:29])=[CH:24][C:23]=3[F:30])[N:9]=2)=[CH:4][CH:3]=1.